From a dataset of Catalyst prediction with 721,799 reactions and 888 catalyst types from USPTO. Predict which catalyst facilitates the given reaction. (1) Reactant: [NH2:1][CH:2]([C:6]1[CH:11]=[CH:10][CH:9]=[C:8]([Cl:12])[CH:7]=1)[C:3]([NH2:5])=[O:4].[C:13]1(=O)[CH2:18][CH2:17][CH2:16][CH2:15][CH2:14]1. The catalyst class is: 5. Product: [Cl:12][C:8]1[CH:7]=[C:6]([CH:2]2[NH:1][C:13]3([CH2:18][CH2:17][CH2:16][CH2:15][CH2:14]3)[NH:5][C:3]2=[O:4])[CH:11]=[CH:10][CH:9]=1. (2) Reactant: I[C:2]1[CH:7]=[CH:6][C:5]([S:8]([N:11]([CH3:13])[CH3:12])(=[O:10])=[O:9])=[CH:4][CH:3]=1.[F:14][C:15]([F:26])([F:25])[C:16]1[C:24]2[CH2:23][CH2:22][CH2:21][CH2:20][C:19]=2[NH:18][N:17]=1.N[C@@H]1CCCC[C@H]1N.C(=O)([O-])[O-].[K+].[K+]. Product: [CH3:12][N:11]([CH3:13])[S:8]([C:5]1[CH:6]=[CH:7][C:2]([N:18]2[C:19]3[CH2:20][CH2:21][CH2:22][CH2:23][C:24]=3[C:16]([C:15]([F:14])([F:26])[F:25])=[N:17]2)=[CH:3][CH:4]=1)(=[O:10])=[O:9]. The catalyst class is: 185.